The task is: Predict the reaction yield, written as a fraction of the theoretical maximum amount of product (1.0 means a 100% yield; for example, 0.34 means a 34% yield).. This data is from Reaction yield outcomes from USPTO patents with 853,638 reactions. (1) The reactants are [CH3:1][C:2]1[C:3]([C:17]2[CH:22]=[CH:21][CH:20]=[CH:19][CH:18]=2)=[C:4]([S:7]([C:10]2[CH:15]=[CH:14][C:13]([CH3:16])=[CH:12][CH:11]=2)(=[O:9])=[O:8])[NH:5][CH:6]=1.[Cl-].ClC=[N+](C)C.[O:29]1CCC[CH2:30]1.C(=O)([O-])O.[Na+]. The catalyst is C(#N)C. The product is [CH3:1][C:2]1[C:3]([C:17]2[CH:22]=[CH:21][CH:20]=[CH:19][CH:18]=2)=[C:4]([S:7]([C:10]2[CH:15]=[CH:14][C:13]([CH3:16])=[CH:12][CH:11]=2)(=[O:8])=[O:9])[NH:5][C:6]=1[CH:30]=[O:29]. The yield is 0.460. (2) The product is [Cl:1][C:2]1[C:3](/[C:4](/[OH:6])=[CH:31]\[C:29]2[CH:28]=[CH:27][N:26]=[C:25]([Cl:24])[N:30]=2)=[CH:8][CH:9]=[CH:10][C:11]=1[NH:12][S:13]([C:16]1[C:21]([F:22])=[CH:20][CH:19]=[CH:18][C:17]=1[F:23])(=[O:15])=[O:14]. No catalyst specified. The reactants are [Cl:1][C:2]1[C:11]([NH:12][S:13]([C:16]2[C:21]([F:22])=[CH:20][CH:19]=[CH:18][C:17]=2[F:23])(=[O:15])=[O:14])=[CH:10][CH:9]=[CH:8][C:3]=1[C:4]([O:6]C)=O.[Cl:24][C:25]1[N:30]=[C:29]([CH3:31])[CH:28]=[CH:27][N:26]=1. The yield is 0.735. (3) The reactants are C(O)(=O)CC(CC(O)=O)(C(O)=O)O.C1(C(=[N:27][CH:28]([CH2:36][C:37]2[CH:42]=[CH:41][C:40]([O:43][C:44]([F:47])([F:46])[F:45])=[CH:39][CH:38]=2)[C:29]([O:31][C:32]([CH3:35])([CH3:34])[CH3:33])=[O:30])C2C=CC=CC=2)C=CC=CC=1. The catalyst is C1COCC1. The product is [NH2:27][CH:28]([CH2:36][C:37]1[CH:38]=[CH:39][C:40]([O:43][C:44]([F:45])([F:46])[F:47])=[CH:41][CH:42]=1)[C:29]([O:31][C:32]([CH3:33])([CH3:34])[CH3:35])=[O:30]. The yield is 0.950. (4) The reactants are [CH:1]([O:14][CH2:15][CH2:16][C:17]1[CH2:22][CH2:21][N:20](C(OC)=O)[CH2:19][CH:18]=1)([C:8]1[CH:13]=[CH:12][CH:11]=[CH:10][CH:9]=1)[C:2]1[CH:7]=[CH:6][CH:5]=[CH:4][CH:3]=1. The catalyst is C(O)C. The product is [CH:1]([O:14][CH2:15][CH2:16][C:17]1[CH2:22][CH2:21][NH:20][CH2:19][CH:18]=1)([C:8]1[CH:13]=[CH:12][CH:11]=[CH:10][CH:9]=1)[C:2]1[CH:3]=[CH:4][CH:5]=[CH:6][CH:7]=1. The yield is 0.880. (5) The reactants are [C:1]1([CH:7]([C:30]2[CH:35]=[CH:34][CH:33]=[CH:32][CH:31]=2)[CH2:8][CH2:9][N:10]([CH:24]2[CH2:29][CH2:28][NH:27][CH2:26][CH2:25]2)[C:11]([NH:13][C:14]2[CH:19]=[CH:18][CH:17]=[C:16]([C:20]([F:23])([F:22])[F:21])[CH:15]=2)=[O:12])[CH:6]=[CH:5][CH:4]=[CH:3][CH:2]=1.[C:36]1([N:42]=[C:43]=[O:44])[CH:41]=[CH:40][CH:39]=[CH:38][CH:37]=1. The catalyst is ClCCl. The product is [C:30]1([CH:7]([C:1]2[CH:6]=[CH:5][CH:4]=[CH:3][CH:2]=2)[CH2:8][CH2:9][N:10]([C:11]([NH:13][C:14]2[CH:19]=[CH:18][CH:17]=[C:16]([C:20]([F:21])([F:23])[F:22])[CH:15]=2)=[O:12])[CH:24]2[CH2:25][CH2:26][N:27]([C:43]([NH:42][C:36]3[CH:41]=[CH:40][CH:39]=[CH:38][CH:37]=3)=[O:44])[CH2:28][CH2:29]2)[CH:35]=[CH:34][CH:33]=[CH:32][CH:31]=1. The yield is 0.400. (6) The reactants are [CH2:1]([O:8][C:9]([NH:11][C@@:12]([C:24](=[O:26])[NH2:25])([CH2:18][C:19](OCC)=[O:20])[C:13]([O:15][CH2:16][CH3:17])=[O:14])=[O:10])[C:2]1[CH:7]=[CH:6][CH:5]=[CH:4][CH:3]=1.[O-]CC.[Na+].Cl. The catalyst is C(O)C. The product is [CH2:1]([O:8][C:9]([NH:11][C@:12]1([C:13]([O:15][CH2:16][CH3:17])=[O:14])[CH2:18][C:19](=[O:20])[NH:25][C:24]1=[O:26])=[O:10])[C:2]1[CH:7]=[CH:6][CH:5]=[CH:4][CH:3]=1. The yield is 0.850. (7) The yield is 0.370. The catalyst is CO.O. The product is [CH2:9]([NH:16][C:17]1[CH:1]([C:2]2[CH:7]=[CH:6][CH:5]=[CH:4][CH:3]=2)[N:27]([C:26]2[CH:28]=[CH:29][C:23]([Cl:22])=[CH:24][CH:25]=2)[C:20](=[O:18])[N:21]=1)[C:10]1[CH:15]=[CH:14][CH:13]=[CH:12][CH:11]=1. The reactants are [CH:1](=O)[C:2]1[CH:7]=[CH:6][CH:5]=[CH:4][CH:3]=1.[CH2:9]([N+:16]#[C-:17])[C:10]1[CH:15]=[CH:14][CH:13]=[CH:12][CH:11]=1.[O:18]([C:20]#[N:21])[K].[Cl:22][C:23]1[CH:29]=[CH:28][C:26]([NH2:27])=[CH:25][CH:24]=1.Cl.[NH+]1C=CC=CC=1. (8) The reactants are [C:1]1([C:14]2[CH:19]=[CH:18][CH:17]=[CH:16][CH:15]=2)[CH:6]=[CH:5][C:4]([C:7]([NH:9][CH2:10][C:11]([OH:13])=O)=[O:8])=[CH:3][CH:2]=1.CCN(C(C)C)C(C)C.C1C=CC2N(O)N=NC=2C=1.CCN=C=NCCCN(C)C.Cl.[F:51][C:52]([F:67])([F:66])[C:53]1[CH:65]=[CH:64][CH:63]=[CH:62][C:54]=1[O:55][CH:56]1[CH2:61][CH2:60][NH:59][CH2:58][CH2:57]1. The catalyst is CN(C=O)C.O. The product is [O:13]=[C:11]([N:59]1[CH2:58][CH2:57][CH:56]([O:55][C:54]2[CH:62]=[CH:63][CH:64]=[CH:65][C:53]=2[C:52]([F:51])([F:66])[F:67])[CH2:61][CH2:60]1)[CH2:10][NH:9][C:7]([C:4]1[CH:3]=[CH:2][C:1]([C:14]2[CH:19]=[CH:18][CH:17]=[CH:16][CH:15]=2)=[CH:6][CH:5]=1)=[O:8]. The yield is 0.460.